From a dataset of Blood-brain barrier permeability classification from the B3DB database. Regression/Classification. Given a drug SMILES string, predict its absorption, distribution, metabolism, or excretion properties. Task type varies by dataset: regression for continuous measurements (e.g., permeability, clearance, half-life) or binary classification for categorical outcomes (e.g., BBB penetration, CYP inhibition). Dataset: b3db_classification. (1) The molecule is CCN(CC)C(=O)c1cccnc1. The result is 1 (penetrates BBB). (2) The drug is O=C(N[C@@H](CO)[C@H](O)c1ccc([N+](=O)[O-])cc1)C(Cl)Cl. The result is 1 (penetrates BBB). (3) The drug is C1CO1. The result is 1 (penetrates BBB). (4) The result is 0 (does not penetrate BBB). The compound is Nc1ncnc2nc[nH]c12. (5) The drug is C[C@@H](CN(C)C)CN1c2ccccc2S(=O)(=O)c2ccccc21. The result is 1 (penetrates BBB). (6) The drug is COC1(NC(=O)C(C(=O)O)c2ccsc2)C(=O)N2C(C(=O)O)C(C)(C)SC21. The result is 0 (does not penetrate BBB). (7) The molecule is CCN1CCN(C(=O)N[C@@H](C(=O)N[C@H]2C(=O)N3[C@H]2SC(C)(C)[C@H]3C(=O)O)c2ccccc2)C(=O)C1=O. The result is 0 (does not penetrate BBB).